This data is from NCI-60 drug combinations with 297,098 pairs across 59 cell lines. The task is: Regression. Given two drug SMILES strings and cell line genomic features, predict the synergy score measuring deviation from expected non-interaction effect. (1) Drug 1: CCC1=C2CN3C(=CC4=C(C3=O)COC(=O)C4(CC)O)C2=NC5=C1C=C(C=C5)O. Drug 2: C1=NC2=C(N1)C(=S)N=CN2. Cell line: T-47D. Synergy scores: CSS=15.9, Synergy_ZIP=-9.74, Synergy_Bliss=-0.890, Synergy_Loewe=-14.4, Synergy_HSA=-0.0926. (2) Drug 1: CC1=C2C(C(=O)C3(C(CC4C(C3C(C(C2(C)C)(CC1OC(=O)C(C(C5=CC=CC=C5)NC(=O)C6=CC=CC=C6)O)O)OC(=O)C7=CC=CC=C7)(CO4)OC(=O)C)O)C)OC(=O)C. Drug 2: CC1C(C(CC(O1)OC2CC(CC3=C2C(=C4C(=C3O)C(=O)C5=C(C4=O)C(=CC=C5)OC)O)(C(=O)CO)O)N)O.Cl. Cell line: UACC62. Synergy scores: CSS=43.5, Synergy_ZIP=-6.02, Synergy_Bliss=-3.25, Synergy_Loewe=-1.36, Synergy_HSA=-0.0869. (3) Drug 1: CN1C(=O)N2C=NC(=C2N=N1)C(=O)N. Drug 2: CCC1(C2=C(COC1=O)C(=O)N3CC4=CC5=C(C=CC(=C5CN(C)C)O)N=C4C3=C2)O.Cl. Cell line: EKVX. Synergy scores: CSS=4.34, Synergy_ZIP=0.212, Synergy_Bliss=3.17, Synergy_Loewe=-9.96, Synergy_HSA=-2.48. (4) Drug 1: CC1=C(C=C(C=C1)NC2=NC=CC(=N2)N(C)C3=CC4=NN(C(=C4C=C3)C)C)S(=O)(=O)N.Cl. Drug 2: CS(=O)(=O)OCCCCOS(=O)(=O)C. Cell line: DU-145. Synergy scores: CSS=-4.41, Synergy_ZIP=0.507, Synergy_Bliss=-3.06, Synergy_Loewe=-4.80, Synergy_HSA=-5.01. (5) Drug 1: CC(CN1CC(=O)NC(=O)C1)N2CC(=O)NC(=O)C2. Drug 2: C(=O)(N)NO. Cell line: HCT116. Synergy scores: CSS=37.7, Synergy_ZIP=4.26, Synergy_Bliss=3.70, Synergy_Loewe=0.273, Synergy_HSA=5.46.